Dataset: Forward reaction prediction with 1.9M reactions from USPTO patents (1976-2016). Task: Predict the product of the given reaction. Given the reactants [C:1]([NH:8][C:9]([NH:11][C:12](=[O:34])[CH2:13][N:14]1[C:18]([CH:19]2[CH2:24][CH2:23][CH:22]([CH2:25][CH2:26][CH3:27])[CH2:21][CH2:20]2)=[CH:17][CH:16]=[C:15]1[C:28]1[CH:33]=[CH:32][CH:31]=[CH:30][CH:29]=1)=[NH:10])(OC(C)(C)C)=O.Br[CH2:36][CH2:37][C:38]#[N:39], predict the reaction product. The product is: [NH2:10]/[C:9](/[NH:8][CH2:1][CH2:36][CH2:37][C:38]#[N:39])=[N:11]\[C:12](=[O:34])[CH2:13][N:14]1[C:18]([C@H:19]2[CH2:20][CH2:21][C@H:22]([CH2:25][CH2:26][CH3:27])[CH2:23][CH2:24]2)=[CH:17][CH:16]=[C:15]1[C:28]1[CH:33]=[CH:32][CH:31]=[CH:30][CH:29]=1.